Dataset: Reaction yield outcomes from USPTO patents with 853,638 reactions. Task: Predict the reaction yield, written as a fraction of the theoretical maximum amount of product (1.0 means a 100% yield; for example, 0.34 means a 34% yield). (1) The reactants are [CH2:1]([NH:3][CH2:4][CH3:5])[CH3:2].[CH3:6][O:7][C:8]1[CH:16]=[CH:15][C:11]([CH2:12][CH2:13][NH2:14])=[CH:10][CH:9]=1.[C:17](Cl)(=[O:27])[C:18]1[CH:26]=[CH:25][C:21]([C:22](Cl)=[O:23])=[CH:20][CH:19]=1.C(=O)([O-])O.[Na+]. The catalyst is ClCCl. The product is [CH2:1]([N:3]([CH2:4][CH3:5])[C:17](=[O:27])[C:18]1[CH:26]=[CH:25][C:21]([C:22]([NH:14][CH2:13][CH2:12][C:11]2[CH:15]=[CH:16][C:8]([O:7][CH3:6])=[CH:9][CH:10]=2)=[O:23])=[CH:20][CH:19]=1)[CH3:2]. The yield is 0.470. (2) The reactants are [Cl:1][C:2]1[C:7]([C:8]([F:11])([F:10])[F:9])=[CH:6][CH:5]=[C:4](Cl)[N:3]=1.[NH3:13]. No catalyst specified. The product is [Cl:1][C:2]1[N:3]=[C:4]([NH2:13])[CH:5]=[CH:6][C:7]=1[C:8]([F:11])([F:10])[F:9]. The yield is 0.460. (3) The reactants are [CH3:1][C:2]1([CH3:29])[C:11]2[C:6](=[CH:7][C:8]([CH3:26])=[C:9]([C:12]3[CH:13]=[C:14](/[CH:19]=[CH:20]/[C:21]([O:23]CC)=[O:22])[CH:15]=[CH:16][C:17]=3[CH3:18])[CH:10]=2)[C:5]([CH3:28])([CH3:27])[CH:4]=[CH:3]1.[OH-].[K+].Cl. The catalyst is CO.O. The product is [CH3:1][C:2]1([CH3:29])[C:11]2[C:6](=[CH:7][C:8]([CH3:26])=[C:9]([C:12]3[CH:13]=[C:14](/[CH:19]=[CH:20]/[C:21]([OH:23])=[O:22])[CH:15]=[CH:16][C:17]=3[CH3:18])[CH:10]=2)[C:5]([CH3:28])([CH3:27])[CH:4]=[CH:3]1. The yield is 0.760. (4) The product is [S:1]1[C:5]([C@:6]([C@@H:14]2[CH2:19][CH2:18][CH2:17][NH:16][CH2:15]2)([OH:13])[CH2:7][CH2:8][CH2:9][CH2:10][O:11][CH3:12])=[CH:4][C:3]2[CH:27]=[CH:28][CH:29]=[CH:30][C:2]1=2. The reactants are [S:1]1[C:5]([C@:6]([C@@H:14]2[CH2:19][CH2:18][CH2:17][N:16](C(OC(C)(C)C)=O)[CH2:15]2)([OH:13])[CH2:7][CH2:8][CH2:9][CH2:10][O:11][CH3:12])=[CH:4][C:3]2[CH:27]=[CH:28][CH:29]=[CH:30][C:2]1=2.[OH-].[Na+]. The yield is 0.830. The catalyst is Cl.C(#N)C. (5) The reactants are [F:1][C:2]1[CH:7]=[C:6]([F:8])[CH:5]=[CH:4][C:3]=1[C:9]1[N:10]=[C:11]2[N:15]([C:16]=1I)[CH:14]=[CH:13][O:12]2.C([Mg]Cl)(C)C.I[C:24]1[CH:25]=[CH:26][C:27]2[N:28]([C:30]([C:33]([O:35][CH2:36][CH3:37])=[O:34])=[N:31][N:32]=2)[N:29]=1.CN(C=O)C. The catalyst is C1COCC1.C(Cl)Cl.[Cl-].[Zn+2].[Cl-].C1C=CC([P]([Pd]([P](C2C=CC=CC=2)(C2C=CC=CC=2)C2C=CC=CC=2)([P](C2C=CC=CC=2)(C2C=CC=CC=2)C2C=CC=CC=2)[P](C2C=CC=CC=2)(C2C=CC=CC=2)C2C=CC=CC=2)(C2C=CC=CC=2)C2C=CC=CC=2)=CC=1. The product is [F:1][C:2]1[CH:7]=[C:6]([F:8])[CH:5]=[CH:4][C:3]=1[C:9]1[N:10]=[C:11]2[N:15]([C:16]=1[C:24]1[CH:25]=[CH:26][C:27]3[N:28]([C:30]([C:33]([O:35][CH2:36][CH3:37])=[O:34])=[N:31][N:32]=3)[N:29]=1)[CH:14]=[CH:13][O:12]2. The yield is 0.580. (6) The reactants are C1(C)C=CC(S(O[C@@H:11]([CH2:13]/[CH:14]=[CH:15]/[C:16]2[CH:17]=[N:18][CH:19]=[C:20]([O:22][CH:23]([CH3:25])[CH3:24])[CH:21]=2)[CH3:12])(=O)=O)=CC=1.[CH3:27][NH2:28]. The catalyst is C(O)C. The yield is 0.310. The product is [CH3:27][NH:28][C@H:11]([CH2:13]/[CH:14]=[CH:15]/[C:16]1[CH:17]=[N:18][CH:19]=[C:20]([O:22][CH:23]([CH3:25])[CH3:24])[CH:21]=1)[CH3:12]. (7) The product is [C:15]1(=[O:16])[C:11]2([CH2:10][CH2:9][NH:8][CH2:19][CH2:18]2)[CH2:12][C:13](=[O:17])[NH:14]1. The catalyst is [OH-].[OH-].[Pd+2].C(O)(=O)C. The yield is 1.00. The reactants are C([N:8]1[CH2:19][CH2:18][C:11]2([C:15](=[O:16])[NH:14][C:13](=[O:17])[CH2:12]2)[CH2:10][CH2:9]1)C1C=CC=CC=1.CCO. (8) The reactants are [OH:1][C:2]1[C:11]([C:12]([OH:14])=[O:13])=[CH:10][C:9]2[C:4](=[CH:5][CH:6]=[CH:7][CH:8]=2)[CH:3]=1.S(Cl)(Cl)=O.[CH2:19](O)[CH2:20][CH3:21]. No catalyst specified. The product is [OH:1][C:2]1[C:11]([C:12]([O:14][CH2:19][CH2:20][CH3:21])=[O:13])=[CH:10][C:9]2[C:4](=[CH:5][CH:6]=[CH:7][CH:8]=2)[CH:3]=1. The yield is 0.880.